This data is from Reaction yield outcomes from USPTO patents with 853,638 reactions. The task is: Predict the reaction yield, written as a fraction of the theoretical maximum amount of product (1.0 means a 100% yield; for example, 0.34 means a 34% yield). The reactants are [C:1]([O:5][C:6]([CH:8]1[CH2:13][CH:12]2[CH2:14][CH:9]1[C:10](=[O:15])[O:11]2)=[O:7])([CH3:4])([CH3:3])[CH3:2].[OH-].[Li+].Cl.Cl.[CH2:20]([O:22][C:23]([C@@:25]1([NH2:30])[CH2:27][C@H:26]1[CH:28]=[CH2:29])=[O:24])[CH3:21].C(N(C(C)C)CC)(C)C.CN(C(ON1N=NC2C=CC=NC1=2)=[N+](C)C)C.F[P-](F)(F)(F)(F)F. The catalyst is O1CCOCC1.O. The product is [C:1]([O:5][C:6]([C@@H:8]1[CH2:13][C@@H:12]([OH:11])[CH2:14][C@H:9]1[C:10](=[O:15])[NH:30][C@:25]1([C:23]([O:22][CH2:20][CH3:21])=[O:24])[CH2:27][C@H:26]1[CH:28]=[CH2:29])=[O:7])([CH3:4])([CH3:3])[CH3:2]. The yield is 0.890.